This data is from TCR-epitope binding with 47,182 pairs between 192 epitopes and 23,139 TCRs. The task is: Binary Classification. Given a T-cell receptor sequence (or CDR3 region) and an epitope sequence, predict whether binding occurs between them. The epitope is YIFFASFYY. The TCR CDR3 sequence is CASSQEGVGRASKNIQYF. Result: 0 (the TCR does not bind to the epitope).